Task: Regression. Given two drug SMILES strings and cell line genomic features, predict the synergy score measuring deviation from expected non-interaction effect.. Dataset: NCI-60 drug combinations with 297,098 pairs across 59 cell lines Drug 1: CC1C(C(CC(O1)OC2CC(OC(C2O)C)OC3=CC4=CC5=C(C(=O)C(C(C5)C(C(=O)C(C(C)O)O)OC)OC6CC(C(C(O6)C)O)OC7CC(C(C(O7)C)O)OC8CC(C(C(O8)C)O)(C)O)C(=C4C(=C3C)O)O)O)O. Drug 2: C(CCl)NC(=O)N(CCCl)N=O. Cell line: ACHN. Synergy scores: CSS=14.7, Synergy_ZIP=-0.522, Synergy_Bliss=1.61, Synergy_Loewe=0.685, Synergy_HSA=1.11.